Dataset: Catalyst prediction with 721,799 reactions and 888 catalyst types from USPTO. Task: Predict which catalyst facilitates the given reaction. (1) Reactant: [CH2:1]([C:3]1([C:11]2[CH:16]=[CH:15][CH:14]=[C:13]([O:17][CH2:18][C:19]3[CH:24]=[CH:23][CH:22]=[CH:21][CH:20]=3)[CH:12]=2)[CH2:9][CH2:8][CH2:7][CH2:6][NH:5][C:4]1=[O:10])[CH3:2].[H-].[Na+].[CH2:27](Br)[CH:28]=[CH2:29]. Product: [CH2:29]([N:5]1[CH2:6][CH2:7][CH2:8][CH2:9][C:3]([CH2:1][CH3:2])([C:11]2[CH:16]=[CH:15][CH:14]=[C:13]([O:17][CH2:18][C:19]3[CH:20]=[CH:21][CH:22]=[CH:23][CH:24]=3)[CH:12]=2)[C:4]1=[O:10])[CH:28]=[CH2:27]. The catalyst class is: 3. (2) Reactant: [NH2:1][C:2]1[C:10]([O:11][CH2:12][C:13]2[CH:18]=[CH:17][CH:16]=[CH:15][CH:14]=2)=[CH:9][CH:8]=[C:7]([O:19][CH3:20])[C:3]=1[C:4]([NH2:6])=[O:5].[CH:21]([N:24]1[CH2:29][CH2:28][N:27]([C:30]2[CH:31]=[C:32]([CH:35]=[CH:36][CH:37]=2)[CH:33]=O)[CH2:26][CH2:25]1)([CH3:23])[CH3:22].CC1C=CC(S(O)(=O)=O)=CC=1.OS([O-])=O.[Na+]. Product: [CH2:12]([O:11][C:10]1[CH:9]=[CH:8][C:7]([O:19][CH3:20])=[C:3]2[C:2]=1[N:1]=[C:33]([C:32]1[CH:35]=[CH:36][CH:37]=[C:30]([N:27]3[CH2:26][CH2:25][N:24]([CH:21]([CH3:23])[CH3:22])[CH2:29][CH2:28]3)[CH:31]=1)[NH:6][C:4]2=[O:5])[C:13]1[CH:14]=[CH:15][CH:16]=[CH:17][CH:18]=1. The catalyst class is: 80. (3) Reactant: [OH:1][C:2]1[C:11]2[C:6](=[C:7]([N+:19]([O-])=O)[CH:8]=[C:9]([CH2:12][N:13]3[CH2:18][CH2:17][O:16][CH2:15][CH2:14]3)[CH:10]=2)[N:5]=[CH:4][C:3]=1[C:22]([O:24][CH2:25][CH3:26])=[O:23].[H][H]. Product: [NH2:19][C:7]1[CH:8]=[C:9]([CH2:12][N:13]2[CH2:14][CH2:15][O:16][CH2:17][CH2:18]2)[CH:10]=[C:11]2[C:6]=1[N:5]=[CH:4][C:3]([C:22]([O:24][CH2:25][CH3:26])=[O:23])=[C:2]2[OH:1]. The catalyst class is: 394. (4) Reactant: BrC1C([N:8]([CH2:23][O:24][CH3:25])[S:9]([C:12]2[CH:17]=[CH:16][C:15](Cl)=[C:14]([C:19]([F:22])([F:21])[F:20])[CH:13]=2)(=[O:11])=[O:10])=CC(C)=CN=1.C([Mg]Cl)(C)C.ClC1C=CC=CC=1C=O. Product: [CH3:25][O:24][CH2:23][NH:8][S:9]([C:12]1[CH:17]=[CH:16][CH:15]=[C:14]([C:19]([F:22])([F:20])[F:21])[CH:13]=1)(=[O:11])=[O:10]. The catalyst class is: 1. (5) Reactant: [CH2:1]([C:4]1[C:8]([CH2:9][CH2:10][CH2:11][OH:12])=[CH:7][N:6]([C:13]2[CH:18]=[CH:17][C:16]([C:19]([F:22])([F:21])[F:20])=[CH:15][N:14]=2)[N:5]=1)[CH2:2][CH3:3].O[C:24]1[CH:29]=[CH:28][C:27]([CH2:30][C:31]([O:33]C)=[O:32])=[CH:26][CH:25]=1.C(P(CCCC)CCCC)CCC.N(C(N1CCCCC1)=O)=NC(N1CCCCC1)=O. Product: [CH2:1]([C:4]1[C:8]([CH2:9][CH2:10][CH2:11][O:12][C:24]2[CH:29]=[CH:28][C:27]([CH2:30][C:31]([OH:33])=[O:32])=[CH:26][CH:25]=2)=[CH:7][N:6]([C:13]2[CH:18]=[CH:17][C:16]([C:19]([F:21])([F:20])[F:22])=[CH:15][N:14]=2)[N:5]=1)[CH2:2][CH3:3]. The catalyst class is: 7.